This data is from Full USPTO retrosynthesis dataset with 1.9M reactions from patents (1976-2016). The task is: Predict the reactants needed to synthesize the given product. The reactants are: C([O:4][CH:5](OC(=O)C)[C:6]1[CH:11]=[C:10]([O:12][CH2:13][CH:14]([CH2:19][CH3:20])[CH2:15][CH2:16][CH2:17][CH3:18])[C:9]([N+:21]([O-:23])=[O:22])=[CH:8][C:7]=1[O:24][CH2:25][CH:26]([CH2:31][CH3:32])[CH2:27][CH2:28][CH2:29][CH3:30])(=O)C.S(=O)(=O)(O)O.O. Given the product [CH2:31]([CH:26]([CH2:27][CH2:28][CH2:29][CH3:30])[CH2:25][O:24][C:7]1[CH:8]=[C:9]([N+:21]([O-:23])=[O:22])[C:10]([O:12][CH2:13][CH:14]([CH2:19][CH3:20])[CH2:15][CH2:16][CH2:17][CH3:18])=[CH:11][C:6]=1[CH:5]=[O:4])[CH3:32], predict the reactants needed to synthesize it.